From a dataset of TCR-epitope binding with 47,182 pairs between 192 epitopes and 23,139 TCRs. Binary Classification. Given a T-cell receptor sequence (or CDR3 region) and an epitope sequence, predict whether binding occurs between them. The epitope is FVDGVPFVV. The TCR CDR3 sequence is CASSLGGAAGELFF. Result: 0 (the TCR does not bind to the epitope).